The task is: Predict the product of the given reaction.. This data is from Forward reaction prediction with 1.9M reactions from USPTO patents (1976-2016). (1) Given the reactants [CH:1]([CH:4]1[C:9](=[O:10])[NH:8][C:7]2[CH:11]=[CH:12][CH:13]=[C:14]([CH:15]([CH3:17])[CH3:16])[C:6]=2[O:5]1)([CH3:3])[CH3:2].[H-].[Na+].Br[CH2:21][C:22]([O:24][CH3:25])=[O:23].Cl, predict the reaction product. The product is: [CH3:25][O:24][C:22](=[O:23])[CH2:21][N:8]1[C:7]2[CH:11]=[CH:12][CH:13]=[C:14]([CH:15]([CH3:17])[CH3:16])[C:6]=2[O:5][CH:4]([CH:1]([CH3:3])[CH3:2])[C:9]1=[O:10]. (2) Given the reactants [CH2:1]([N:3]1[C:11]2[C:6](=[CH:7][CH:8]=[C:9]([O:12][CH3:13])[CH:10]=2)[C:5]([C:14](=[N:16][OH:17])[CH3:15])=[CH:4]1)[CH3:2].[Li][CH2:19]CCC.CN(C=O)C.OS(O)(=O)=O, predict the reaction product. The product is: [CH2:1]([N:3]1[C:11]2[C:6](=[CH:7][CH:8]=[C:9]([O:12][CH3:13])[CH:10]=2)[C:5]([C:14]2[CH:15]=[CH:19][O:17][N:16]=2)=[CH:4]1)[CH3:2]. (3) Given the reactants Cl[C:2]1[N:7]=[C:6]([NH:8][CH:9]2[CH2:14][CH2:13][N:12]([C:15]3[CH:22]=[CH:21][C:18]([C:19]#[N:20])=[CH:17][N:16]=3)[CH2:11][CH2:10]2)[C:5]([Cl:23])=[CH:4][N:3]=1.Cl.[CH3:25][N:26]1[CH:30]=[C:29]([NH2:31])[C:28]([CH3:32])=[N:27]1.CCN(C(C)C)C(C)C, predict the reaction product. The product is: [Cl:23][C:5]1[C:6]([NH:8][CH:9]2[CH2:14][CH2:13][N:12]([C:15]3[CH:22]=[CH:21][C:18]([C:19]#[N:20])=[CH:17][N:16]=3)[CH2:11][CH2:10]2)=[N:7][C:2]([NH:31][C:29]2[C:28]([CH3:32])=[N:27][N:26]([CH3:25])[CH:30]=2)=[N:3][CH:4]=1. (4) Given the reactants [NH2:1][C:2]1[O:6][N:5]=[C:4]([C:7]([CH3:10])([CH3:9])[CH3:8])[CH:3]=1.[C:11]1([O:17][C:18]2[CH:23]=[CH:22][C:21]([N:24]=[C:25]=[O:26])=[CH:20][CH:19]=2)[CH:16]=[CH:15][CH:14]=[CH:13][CH:12]=1.O, predict the reaction product. The product is: [C:7]([C:4]1[CH:3]=[C:2]([NH:1][C:25]([NH:24][C:21]2[CH:22]=[CH:23][C:18]([O:17][C:11]3[CH:12]=[CH:13][CH:14]=[CH:15][CH:16]=3)=[CH:19][CH:20]=2)=[O:26])[O:6][N:5]=1)([CH3:10])([CH3:9])[CH3:8]. (5) Given the reactants [Br:1][C:2]1[C:3]([N:18]2[CH2:21][CH:20]([CH:22]([CH3:24])[CH3:23])[CH2:19]2)=[C:4]([C@H:10]([OH:17])[C:11]([O:13][CH:14]([CH3:16])[CH3:15])=[O:12])[C:5]([CH3:9])=[N:6][C:7]=1[CH3:8], predict the reaction product. The product is: [Br:1][C:2]1[C:3]([N:18]2[CH2:21][CH:20]([CH:22]([CH3:24])[CH3:23])[CH2:19]2)=[C:4]([C@H:10]([O:17][C:4]([CH3:10])([CH3:5])[CH3:3])[C:11]([O:13][CH:14]([CH3:16])[CH3:15])=[O:12])[C:5]([CH3:9])=[N:6][C:7]=1[CH3:8].